From a dataset of Reaction yield outcomes from USPTO patents with 853,638 reactions. Predict the reaction yield, written as a fraction of the theoretical maximum amount of product (1.0 means a 100% yield; for example, 0.34 means a 34% yield). (1) The reactants are Br[C:2]1[CH:3]=[C:4]([N:11]2[CH2:16][CH2:15][O:14][CH2:13][CH2:12]2)[CH:5]=[C:6]([N+:8]([O-:10])=[O:9])[CH:7]=1.[B:17]1([B:17]2[O:21][C:20]([CH3:23])([CH3:22])[C:19]([CH3:25])([CH3:24])[O:18]2)[O:21][C:20]([CH3:23])([CH3:22])[C:19]([CH3:25])([CH3:24])[O:18]1. No catalyst specified. The product is [N+:8]([C:6]1[CH:5]=[C:4]([N:11]2[CH2:16][CH2:15][O:14][CH2:13][CH2:12]2)[CH:3]=[C:2]([B:17]2[O:21][C:20]([CH3:23])([CH3:22])[C:19]([CH3:25])([CH3:24])[O:18]2)[CH:7]=1)([O-:10])=[O:9]. The yield is 0.900. (2) The reactants are [Br:1][C:2]1[CH:3]=[C:4]2[C:9](=[CH:10][CH:11]=1)[N:8]([C:12]1[CH:17]=[CH:16][C:15]([F:18])=[CH:14][CH:13]=1)[CH:7]=[C:6]([C:19]([NH2:21])=O)[C:5]2=[O:22].N1C(Cl)=NC(Cl)=NC=1Cl. The catalyst is CN(C=O)C.C(OCC)(=O)C. The product is [Br:1][C:2]1[CH:3]=[C:4]2[C:9](=[CH:10][CH:11]=1)[N:8]([C:12]1[CH:13]=[CH:14][C:15]([F:18])=[CH:16][CH:17]=1)[CH:7]=[C:6]([C:19]#[N:21])[C:5]2=[O:22]. The yield is 0.680.